From a dataset of Catalyst prediction with 721,799 reactions and 888 catalyst types from USPTO. Predict which catalyst facilitates the given reaction. (1) Reactant: [CH2:1]([O:5][C:6]1[N:11]=[C:10]([NH:12][C:13]([NH:15][C:16]2[CH:21]=[C:20]([Cl:22])[CH:19]=[CH:18][C:17]=2[OH:23])=[O:14])[CH:9]=[N:8][C:7]=1[C:24]#[N:25])[CH2:2][CH:3]=[CH2:4].[C:26]1(P([C:26]2[CH:31]=CC=[CH:28][CH:27]=2)[C:26]2[CH:31]=CC=[CH:28][CH:27]=2)[CH:31]=CC=[CH:28][CH:27]=1.CC(O)C=C.N(C(OC(C)(C)C)=O)=NC(OC(C)(C)C)=O. Product: [CH2:1]([O:5][C:6]1[N:11]=[C:10]([NH:12][C:13]([NH:15][C:16]2[CH:21]=[C:20]([Cl:22])[CH:19]=[CH:18][C:17]=2[O:23][CH:27]([CH3:28])[CH:26]=[CH2:31])=[O:14])[CH:9]=[N:8][C:7]=1[C:24]#[N:25])[CH2:2][CH:3]=[CH2:4]. The catalyst class is: 1. (2) Reactant: Cl.[Cl:2][C:3]1[CH:4]=[C:5]2[C:9](=[CH:10][CH:11]=1)[NH:8][C:7]([C:12]([NH:14][C@H:15]1[CH2:20][CH2:19][C@H:18]([C:21]([O:23][CH2:24][CH3:25])=[O:22])[CH2:17][C@H:16]1[NH2:26])=[O:13])=[CH:6]2.[CH3:27][N:28]1[CH2:33][CH2:32][C:31]2[N:34]=[C:35]([C:37]([O-])=[O:38])[S:36][C:30]=2[CH2:29]1.[Li+].O.ON1C2C=CC=CC=2N=N1.Cl.CN(C)CCCN=C=NCC. Product: [Cl:2][C:3]1[CH:4]=[C:5]2[C:9](=[CH:10][CH:11]=1)[NH:8][C:7]([C:12]([NH:14][C@H:15]1[CH2:20][CH2:19][C@H:18]([C:21]([O:23][CH2:24][CH3:25])=[O:22])[CH2:17][C@H:16]1[NH:26][C:37]([C:35]1[S:36][C:30]3[CH2:29][N:28]([CH3:27])[CH2:33][CH2:32][C:31]=3[N:34]=1)=[O:38])=[O:13])=[CH:6]2. The catalyst class is: 9. (3) Reactant: [I:1][C:2]1[CH:7]=[CH:6][C:5]([OH:8])=[CH:4][CH:3]=1.C1(P(C2C=CC=CC=2)C2C=CC=CC=2)C=CC=CC=1.[CH2:28]([N:35]([CH2:43][CH2:44]O)[C:36](=[O:42])[O:37][C:38]([CH3:41])([CH3:40])[CH3:39])[C:29]1[CH:34]=[CH:33][CH:32]=[CH:31][CH:30]=1.N(C(OCC)=O)=NC(OCC)=O. Product: [CH2:28]([N:35]([CH2:43][CH2:44][O:8][C:5]1[CH:6]=[CH:7][C:2]([I:1])=[CH:3][CH:4]=1)[C:36](=[O:42])[O:37][C:38]([CH3:39])([CH3:40])[CH3:41])[C:29]1[CH:34]=[CH:33][CH:32]=[CH:31][CH:30]=1. The catalyst class is: 7. (4) Reactant: [F:1][C:2]1[CH:3]=[C:4]([NH:19][C:20]([CH:22]2[CH2:26][CH2:25][N:24]([CH3:27])[C:23]2=[O:28])=[O:21])[CH:5]=[CH:6][C:7]=1[O:8][C:9]1[CH:14]=[CH:13][N:12]=[C:11]2[CH:15]=[C:16](I)[S:17][C:10]=12.[CH3:29][NH:30][C:31]([C:33]1[CH:38]=[CH:37][C:36](B(O)O)=[CH:35][CH:34]=1)=[O:32].C([O-])([O-])=O.[Na+].[Na+]. Product: [F:1][C:2]1[CH:3]=[C:4]([NH:19][C:20]([CH:22]2[CH2:26][CH2:25][N:24]([CH3:27])[C:23]2=[O:28])=[O:21])[CH:5]=[CH:6][C:7]=1[O:8][C:9]1[CH:14]=[CH:13][N:12]=[C:11]2[CH:15]=[C:16]([C:36]3[CH:37]=[CH:38][C:33]([C:31](=[O:32])[NH:30][CH3:29])=[CH:34][CH:35]=3)[S:17][C:10]=12. The catalyst class is: 276.